From a dataset of Catalyst prediction with 721,799 reactions and 888 catalyst types from USPTO. Predict which catalyst facilitates the given reaction. (1) Reactant: [C:1]([NH:8][CH2:9][C@H:10]1[O:16][C@H:13]([CH2:14][OH:15])[C@@H:12]([O:17][CH2:18][C:19]2[CH:24]=[CH:23][CH:22]=[CH:21][CH:20]=2)[C@@H:11]1[O:25][CH2:26][C:27]1[CH:32]=[CH:31][CH:30]=[CH:29][CH:28]=1)([O:3][C:4]([CH3:7])([CH3:6])[CH3:5])=[O:2].[Cr](O[Cr]([O-])(=O)=O)([O-])(=O)=[O:34].[NH+]1C=CC=CC=1.[NH+]1C=CC=CC=1. Product: [C:1]([NH:8][CH2:9][C@H:10]1[O:16][C@H:13]([C:14]([OH:34])=[O:15])[C@@H:12]([O:17][CH2:18][C:19]2[CH:24]=[CH:23][CH:22]=[CH:21][CH:20]=2)[C@@H:11]1[O:25][CH2:26][C:27]1[CH:32]=[CH:31][CH:30]=[CH:29][CH:28]=1)([O:3][C:4]([CH3:6])([CH3:7])[CH3:5])=[O:2]. The catalyst class is: 31. (2) Reactant: [Cl:1][C:2]1[CH:7]=[CH:6][C:5]([C:8]2[C:13]([CH3:14])=[CH:12][N:11]=[C:10]([F:15])[CH:9]=2)=[CH:4][CH:3]=1.[Br:16]N1C(=O)CCC1=O.N(C(C)(C)C#N)=NC(C)(C)C#N. Product: [Br:16][CH2:14][C:13]1[C:8]([C:5]2[CH:4]=[CH:3][C:2]([Cl:1])=[CH:7][CH:6]=2)=[CH:9][C:10]([F:15])=[N:11][CH:12]=1. The catalyst class is: 53. (3) Reactant: [N:1]1([CH:6]2[CH2:15][CH2:14][C:13]([CH3:17])([CH3:16])[C:12]3[CH:11]=[C:10]([C:18]#[C:19][C:20]4[CH:28]=[CH:27][C:23](C([O-])=O)=[CH:22][CH:21]=4)[CH:9]=[CH:8][C:7]2=3)[CH:5]=[CH:4][N:3]=[CH:2]1.[OH-:29].[Na+].[CH2:31]([OH:33])[CH3:32]. Product: [N:1]1([CH:6]2[CH2:15][CH2:14][C:13]([CH3:16])([CH3:17])[C:12]3[CH:11]=[C:10]([C:18]#[C:19][C:20]4[CH:28]=[CH:27][C:23]([CH2:32][C:31]([OH:29])=[O:33])=[CH:22][CH:21]=4)[CH:9]=[CH:8][C:7]2=3)[CH:5]=[CH:4][N:3]=[CH:2]1. The catalyst class is: 7. (4) Reactant: [C:1]1([C:7]2[CH:11]=[C:10]([C:12]([NH:14][CH2:15][CH2:16][CH2:17][CH2:18][C:19]([O:21]C)=[O:20])=[O:13])[O:9][N:8]=2)[CH:6]=[CH:5][CH:4]=[CH:3][CH:2]=1.[OH-].[Li+]. Product: [C:1]1([C:7]2[CH:11]=[C:10]([C:12]([NH:14][CH2:15][CH2:16][CH2:17][CH2:18][C:19]([OH:21])=[O:20])=[O:13])[O:9][N:8]=2)[CH:2]=[CH:3][CH:4]=[CH:5][CH:6]=1. The catalyst class is: 30. (5) Reactant: [NH2:1][C:2]1[C:7]([C:8]([O:10][CH2:11][CH3:12])=[O:9])=[CH:6][N:5]=[CH:4][CH:3]=1.C(N(CC)CC)C.[C:20](Cl)(=[O:25])[CH2:21][CH:22]([CH3:24])[CH3:23].O. Product: [CH3:23][CH:22]([CH3:24])[CH2:21][C:20]([NH:1][C:2]1[C:7]([C:8]([O:10][CH2:11][CH3:12])=[O:9])=[CH:6][N:5]=[CH:4][CH:3]=1)=[O:25]. The catalyst class is: 28. (6) Reactant: [Cl:1][C:2]1[CH:3]=[C:4]([C:10]([C:12]2[C:13]([CH:18]=[CH2:19])=[N:14][CH:15]=[CH:16][CH:17]=2)=[O:11])[C:5](C=C)=[N:6][CH:7]=1. Product: [Cl:1][C:2]1[CH:7]=[N:6][C:5]2[CH:19]=[CH:18][C:13]3=[N:14][CH:15]=[CH:16][CH:17]=[C:12]3[C:10](=[O:11])[C:4]=2[CH:3]=1. The catalyst class is: 11. (7) Reactant: [CH2:1]([OH:4])[CH2:2][CH3:3].[H-].[Na+].Cl[C:8]1[CH:9]=[CH:10][C:11]2[CH2:12][N:13]([C:19]([O:21][C:22]([CH3:25])([CH3:24])[CH3:23])=[O:20])[CH2:14][CH2:15][O:16][C:17]=2[N:18]=1.O. Product: [CH2:1]([O:4][C:8]1[CH:9]=[CH:10][C:11]2[CH2:12][N:13]([C:19]([O:21][C:22]([CH3:25])([CH3:24])[CH3:23])=[O:20])[CH2:14][CH2:15][O:16][C:17]=2[N:18]=1)[CH2:2][CH3:3]. The catalyst class is: 733.